From a dataset of Reaction yield outcomes from USPTO patents with 853,638 reactions. Predict the reaction yield, written as a fraction of the theoretical maximum amount of product (1.0 means a 100% yield; for example, 0.34 means a 34% yield). The reactants are [CH2:1]([O:5][C:6]1[N:11]=[C:10](Cl)[CH:9]=[C:8]([N:13]2[CH2:18][CH2:17][O:16][CH2:15][CH2:14]2)[N:7]=1)[CH2:2][CH2:3][CH3:4].[NH2:19][NH2:20]. The catalyst is O1CCOCC1. The product is [CH2:1]([O:5][C:6]1[N:11]=[C:10]([NH:19][NH2:20])[CH:9]=[C:8]([N:13]2[CH2:18][CH2:17][O:16][CH2:15][CH2:14]2)[N:7]=1)[CH2:2][CH2:3][CH3:4]. The yield is 0.810.